From a dataset of Forward reaction prediction with 1.9M reactions from USPTO patents (1976-2016). Predict the product of the given reaction. (1) The product is: [CH3:25][C:13]1[S:12][C:11]2[CH:26]=[C:7]([O:6][CH2:5][CH2:4][NH2:1])[CH:8]=[CH:9][C:10]=2[C:14]=1[C:15]1[CH:20]=[CH:19][C:18]([C:21]([F:24])([F:22])[F:23])=[CH:17][CH:16]=1. Given the reactants [N:1]([CH2:4][CH2:5][O:6][C:7]1[CH:8]=[CH:9][C:10]2[C:14]([C:15]3[CH:20]=[CH:19][C:18]([C:21]([F:24])([F:23])[F:22])=[CH:17][CH:16]=3)=[C:13]([CH3:25])[S:12][C:11]=2[CH:26]=1)=[N+]=[N-].C1(P(C2C=CC=CC=2)C2C=CC=CC=2)C=CC=CC=1.O, predict the reaction product. (2) Given the reactants [Br:1][C:2]1[CH:7]=[CH:6][N:5]=[C:4]([C:8]([OH:10])=O)[CH:3]=1.[F:11][C:12]([F:21])([F:20])[C:13]1[CH:19]=[CH:18][C:16]([NH2:17])=[CH:15][CH:14]=1, predict the reaction product. The product is: [Br:1][C:2]1[CH:7]=[CH:6][N:5]=[C:4]([C:8]([NH:17][C:16]2[CH:18]=[CH:19][C:13]([C:12]([F:11])([F:20])[F:21])=[CH:14][CH:15]=2)=[O:10])[CH:3]=1. (3) Given the reactants [NH:1]1[CH2:7][CH2:6][CH2:5][CH2:4][CH:3]([N:8]([CH3:18])[C:9]2[N:14]=[CH:13][N:12]=[C:11]3[NH:15][N:16]=[CH:17][C:10]=23)[CH2:2]1.CCN=C=NCCCN(C)C.C1C=CC2N(O)N=NC=2C=1.[Cl:40][C:41]1[CH:42]=[C:43]([NH:48][CH2:49][C:50](O)=[O:51])[CH:44]=[C:45]([Cl:47])[CH:46]=1.CCN(C(C)C)C(C)C, predict the reaction product. The product is: [NH:15]1[C:11]2=[N:12][CH:13]=[N:14][C:9]([N:8]([CH:3]3[CH2:4][CH2:5][CH2:6][CH2:7][N:1]([C:50](=[O:51])[CH2:49][NH:48][C:43]4[CH:42]=[C:41]([Cl:40])[CH:46]=[C:45]([Cl:47])[CH:44]=4)[CH2:2]3)[CH3:18])=[C:10]2[CH:17]=[N:16]1. (4) The product is: [CH3:17][O:18][C:19](=[O:32])[CH2:20][N:21]1[C:29]2[C:24](=[CH:25][C:26]([F:30])=[CH:27][CH:28]=2)[C:23]([CH2:15][C:14]2[S:13][CH:12]=[N:11][C:10]=2[S:7]([C:2]2[CH:3]=[CH:4][CH:5]=[CH:6][N:1]=2)(=[O:8])=[O:9])=[C:22]1[CH3:31]. Given the reactants [N:1]1[CH:6]=[CH:5][CH:4]=[CH:3][C:2]=1[S:7]([C:10]1[N:11]=[CH:12][S:13][C:14]=1[CH:15]=O)(=[O:9])=[O:8].[CH3:17][O:18][C:19](=[O:32])[CH2:20][N:21]1[C:29]2[C:24](=[CH:25][C:26]([F:30])=[CH:27][CH:28]=2)[CH:23]=[C:22]1[CH3:31], predict the reaction product. (5) Given the reactants [Br:1][C:2]1[C:3]([OH:17])=[N:4][C:5]([NH:8][C:9]2[CH:14]=[CH:13][C:12]([S:15][CH3:16])=[CH:11][CH:10]=2)=[N:6][CH:7]=1.C(O)(=[O:20])C, predict the reaction product. The product is: [Br:1][C:2]1[C:3]([OH:17])=[N:4][C:5]([NH:8][C:9]2[CH:10]=[CH:11][C:12]([S:15]([CH3:16])=[O:20])=[CH:13][CH:14]=2)=[N:6][CH:7]=1. (6) Given the reactants [CH3:1][O:2][C:3](=[O:14])[C:4]1[CH:9]=[CH:8][C:7]([NH2:10])=[C:6]([N+:11]([O-:13])=[O:12])[CH:5]=1.[I:15]I, predict the reaction product. The product is: [CH3:1][O:2][C:3](=[O:14])[C:4]1[CH:5]=[C:6]([N+:11]([O-:13])=[O:12])[C:7]([NH2:10])=[C:8]([I:15])[CH:9]=1. (7) Given the reactants [Cl:1][C:2]1[CH:28]=[CH:27][CH:26]=[C:25]([Cl:29])[C:3]=1[C:4]([NH:6][C:7]1[CH:12]=[CH:11][N:10]=[C:9]([NH:13][C:14]2[CH:24]=[CH:23][C:17]([C:18]([O:20]CC)=[O:19])=[CH:16][CH:15]=2)[CH:8]=1)=[O:5].[Li+].[OH-].Cl, predict the reaction product. The product is: [Cl:1][C:2]1[CH:28]=[CH:27][CH:26]=[C:25]([Cl:29])[C:3]=1[C:4]([NH:6][C:7]1[CH:12]=[CH:11][N:10]=[C:9]([NH:13][C:14]2[CH:24]=[CH:23][C:17]([C:18]([OH:20])=[O:19])=[CH:16][CH:15]=2)[CH:8]=1)=[O:5]. (8) The product is: [Cl:19][C:20]1[C:25]([CH:36]([C:33]2[CH:34]=[C:35]3[C:30]([CH:29]=[CH:28][CH:27]=[N:26]3)=[CH:31][CH:32]=2)[OH:37])=[N:24][CH:23]=[CH:22][N:21]=1. Given the reactants CC1(C)CCCC(C)(C)N1.C(=O)=O.[Li]CCCC.[Cl:19][C:20]1[CH:25]=[N:24][CH:23]=[CH:22][N:21]=1.[N:26]1[C:35]2[C:30](=[CH:31][CH:32]=[C:33]([CH:36]=[O:37])[CH:34]=2)[CH:29]=[CH:28][CH:27]=1.[Li]C1C(Cl)=NC=CN=1, predict the reaction product. (9) Given the reactants [CH3:1][C:2]1[C:3](=[O:9])[NH:4][C:5](=[O:8])[NH:6][CH:7]=1.C([O-])([O-])=O.[K+].[K+].Br[CH2:17][CH2:18][CH2:19][CH:20]([Cl:22])[CH3:21].O, predict the reaction product. The product is: [Cl:22][CH:20]([CH3:21])[CH2:19][CH2:18][CH2:17][N:6]1[CH:7]=[C:2]([CH3:1])[C:3](=[O:9])[NH:4][C:5]1=[O:8].